This data is from Human liver microsome stability data. The task is: Regression/Classification. Given a drug SMILES string, predict its absorption, distribution, metabolism, or excretion properties. Task type varies by dataset: regression for continuous measurements (e.g., permeability, clearance, half-life) or binary classification for categorical outcomes (e.g., BBB penetration, CYP inhibition). Dataset: hlm. (1) The molecule is CN=c1nc2ccccn2c(N)c1S(=O)(=O)c1ccccc1. The result is 1 (stable in human liver microsomes). (2) The drug is COc1ccc2c(O[C@@H]3C[C@H]4C(=O)N[C@]5(C(=O)NS(=O)(=O)C6CC6)C[C@H]5C=CCCCCC[C@H](NC(=O)c5ccc(C)s5)C(=O)N4C3)cc(OC(C)C)nc2c1C. The result is 0 (unstable in human liver microsomes). (3) The compound is CC(C)(C)C(=O)OCOP(=O)(COCCn1cnc2c(N)ncnc21)OCOC(=O)C(C)(C)C. The result is 0 (unstable in human liver microsomes). (4) The molecule is CC(C)CC[C@@H]1CN(C2CCCC2)C(=O)C(C2=NS(=O)(=O)c3cc(NS(C)(=O)=O)ccc3N2)=C1O. The result is 0 (unstable in human liver microsomes). (5) The result is 0 (unstable in human liver microsomes). The drug is CCOc1cc(NC(=O)C2(NC(=O)c3ccc4c(C5CCCC5)c(-c5ncc(Cl)cn5)n(C)c4c3)CC2)ccc1C=CC(=O)O. (6) The compound is NCC[C@@H]1Cc2ccccc2[C@H](c2ccc(Cl)c(Cl)c2)C1. The result is 0 (unstable in human liver microsomes).